Dataset: Peptide-MHC class I binding affinity with 185,985 pairs from IEDB/IMGT. Task: Regression. Given a peptide amino acid sequence and an MHC pseudo amino acid sequence, predict their binding affinity value. This is MHC class I binding data. (1) The peptide sequence is RTRLYDYFTR. The MHC is HLA-A03:01 with pseudo-sequence HLA-A03:01. The binding affinity (normalized) is 0.195. (2) The peptide sequence is LPYPDPSRI. The MHC is HLA-A31:01 with pseudo-sequence HLA-A31:01. The binding affinity (normalized) is 0.0847. (3) The peptide sequence is TARPKRWL. The MHC is HLA-A02:02 with pseudo-sequence HLA-A02:02. The binding affinity (normalized) is 0.0755. (4) The peptide sequence is APNAKEEIL. The MHC is HLA-B07:02 with pseudo-sequence HLA-B07:02. The binding affinity (normalized) is 0.606. (5) The peptide sequence is YELDLWGKI. The MHC is HLA-A68:02 with pseudo-sequence HLA-A68:02. The binding affinity (normalized) is 0.0847. (6) The peptide sequence is PSVPSHLPDR. The MHC is Patr-A0101 with pseudo-sequence Patr-A0101. The binding affinity (normalized) is 0.194.